From a dataset of Forward reaction prediction with 1.9M reactions from USPTO patents (1976-2016). Predict the product of the given reaction. (1) Given the reactants F[C:2]([C:4]1[O:8][N:7]=[C:6]([C:9]2[CH:14]=[CH:13][CH:12]=[CH:11][CH:10]=2)[C:5]=1[C:15]([O:17][CH3:18])=[O:16])=[O:3].O/[N:20]=[C:21](/[C:23]1[CH:40]=[CH:39][C:26]([CH2:27][N:28]2[CH2:31][CH:30]([C:32]([O:34][C:35]([CH3:38])([CH3:37])[CH3:36])=[O:33])[CH2:29]2)=[CH:25][CH:24]=1)\[NH2:22].C(N(C(C)C)CC)(C)C, predict the reaction product. The product is: [C:35]([O:34][C:32]([CH:30]1[CH2:31][N:28]([CH2:27][C:26]2[CH:39]=[CH:40][C:23]([C:21]3[N:22]=[C:2]([C:4]4[O:8][N:7]=[C:6]([C:9]5[CH:14]=[CH:13][CH:12]=[CH:11][CH:10]=5)[C:5]=4[C:15]([O:17][CH3:18])=[O:16])[O:3][N:20]=3)=[CH:24][CH:25]=2)[CH2:29]1)=[O:33])([CH3:38])([CH3:36])[CH3:37]. (2) Given the reactants [NH:1]1[CH:5]=[C:4]([C:6]([OH:8])=O)[CH:3]=[N:2]1.[CH3:9][O:10][C:11]1[CH:12]=[C:13]([CH:24]=[CH:25][CH:26]=1)[O:14][CH2:15][C@@H:16]1[CH2:21][CH2:20][C@H:19]([CH2:22][NH2:23])[CH2:18][CH2:17]1, predict the reaction product. The product is: [CH3:9][O:10][C:11]1[CH:12]=[C:13]([CH:24]=[CH:25][CH:26]=1)[O:14][CH2:15][C@@H:16]1[CH2:17][CH2:18][C@H:19]([CH2:22][NH:23][C:6]([C:4]2[CH:3]=[N:2][NH:1][CH:5]=2)=[O:8])[CH2:20][CH2:21]1. (3) The product is: [N:14]([C:5]1([CH3:13])[C:4]2[C:9](=[CH:10][CH:11]=[C:2]([I:1])[CH:3]=2)[O:8][CH2:7][CH2:6]1)=[N+:15]=[N-:16]. Given the reactants [I:1][C:2]1[CH:3]=[C:4]2[C:9](=[CH:10][CH:11]=1)[O:8][CH2:7][CH2:6][C:5]2([CH3:13])O.[N-:14]=[N+:15]=[N-:16].[Na+].C(O)(C(F)(F)F)=O, predict the reaction product. (4) Given the reactants [CH3:1][N:2]([CH3:15])[C:3](=[O:14])[CH2:4][C:5]1[CH:10]=[CH:9][CH:8]=[CH:7][C:6]=1[N+:11]([O-])=O.[H][H], predict the reaction product. The product is: [NH2:11][C:6]1[CH:7]=[CH:8][CH:9]=[CH:10][C:5]=1[CH2:4][C:3]([N:2]([CH3:1])[CH3:15])=[O:14]. (5) The product is: [CH3:26][CH:25]([CH2:27][CH2:28][CH2:29][C@H:30]([C@@H:32]1[C@:50]2([CH3:51])[C@H:35]([C@H:36]3[C@H:47]([CH2:48][CH2:49]2)[C@:45]2([CH3:46])[C:39]([CH2:40][C@H:41]([CH2:43][CH2:44]2)[OH:42])=[CH:38][CH2:37]3)[CH2:34][CH2:33]1)[CH3:31])[CH3:24].[O:1]1[CH2:6][CH2:5][CH2:4][CH2:3][CH:2]1[O:7][C:8]1[CH:9]=[C:10]([CH:14]=[C:15]([O:17][CH:18]2[CH2:23][CH2:22][CH2:21][CH2:20][O:19]2)[CH:16]=1)[C:11]([OH:13])=[O:12]. Given the reactants [O:1]1[CH2:6][CH2:5][CH2:4][CH2:3][CH:2]1[O:7][C:8]1[CH:9]=[C:10]([CH:14]=[C:15]([O:17][CH:18]2[CH2:23][CH2:22][CH2:21][CH2:20][O:19]2)[CH:16]=1)[C:11]([OH:13])=[O:12].[CH3:24][CH:25]([CH2:27][CH2:28][CH2:29][C@H:30]([C@@H:32]1[C@:50]2([CH3:51])[C@H:35]([C@H:36]3[C@H:47]([CH2:48][CH2:49]2)[C@:45]2([CH3:46])[C:39]([CH2:40][C@H:41]([CH2:43][CH2:44]2)[OH:42])=[CH:38][CH2:37]3)[CH2:34][CH2:33]1)[CH3:31])[CH3:26].C1(N=C=NC2CCCCC2)CCCCC1.C([O-])(O)=O.[Na+], predict the reaction product. (6) Given the reactants [CH3:1][Mg+].[Br-].[Br:4][C:5]1[CH:18]=[C:17]2[C:8]([O:9][CH:10]3[CH:15]([C:16]42[C:22](=[O:23])[N:21]([CH3:24])[C:20]([NH:25]C(=O)OC(C)(C)C)=[N:19]4)[CH2:14][CH2:13][C:12](=[O:33])[CH2:11]3)=[CH:7][CH:6]=1, predict the reaction product. The product is: [NH2:25][C:20]1[N:21]([CH3:24])[C:22](=[O:23])[C:16]2([N:19]=1)[CH:15]1[CH:10]([CH2:11][C:12]([OH:33])([CH3:1])[CH2:13][CH2:14]1)[O:9][C:8]1[C:17]2=[CH:18][C:5]([Br:4])=[CH:6][CH:7]=1. (7) The product is: [CH3:36][S:37]([OH:40])(=[O:39])=[O:38].[C:1](/[C:3](/[C:26]1[CH:31]=[CH:30][C:29]([O:32][CH3:33])=[C:28]([O:34][CH3:35])[CH:27]=1)=[CH:4]\[C:5]1[S:9][C:8]([N:10]2[CH2:11][CH2:12][CH:13]([O:16][C:17](=[O:25])[CH2:18][N:19]3[CH2:24][CH2:23][O:22][CH2:21][CH2:20]3)[CH2:14][CH2:15]2)=[CH:7][CH:6]=1)#[N:2]. Given the reactants [C:1](/[C:3](/[C:26]1[CH:31]=[CH:30][C:29]([O:32][CH3:33])=[C:28]([O:34][CH3:35])[CH:27]=1)=[CH:4]\[C:5]1[S:9][C:8]([N:10]2[CH2:15][CH2:14][CH:13]([O:16][C:17](=[O:25])[CH2:18][N:19]3[CH2:24][CH2:23][O:22][CH2:21][CH2:20]3)[CH2:12][CH2:11]2)=[CH:7][CH:6]=1)#[N:2].[CH3:36][S:37]([OH:40])(=[O:39])=[O:38].CCOCC, predict the reaction product.